From a dataset of Forward reaction prediction with 1.9M reactions from USPTO patents (1976-2016). Predict the product of the given reaction. (1) The product is: [N+:1]([C:4]1[CH:11]=[CH:10][CH:9]=[CH:8][C:5]=1[CH2:6][CH:13]([C:14]([O:16][CH2:17][CH3:18])=[O:15])[C:12]([O:20][CH2:21][CH3:22])=[O:19])([O-:3])=[O:2]. Given the reactants [N+:1]([C:4]1[CH:11]=[CH:10][CH:9]=[CH:8][C:5]=1[CH2:6]Br)([O-:3])=[O:2].[C:12]([O:20][CH2:21][CH3:22])(=[O:19])[CH2:13][C:14]([O:16][CH2:17][CH3:18])=[O:15].C(=O)([O-])[O-].[K+].[K+].C1OCCOCCOCCOCCOCCOC1, predict the reaction product. (2) Given the reactants [Cl:1][C:2]1[CH:3]=[CH:4][C:5]2[N:11]3[C:12]([CH2:15][N:16]4[CH2:21][CH2:20][O:19][CH2:18][CH2:17]4)=[N:13][N:14]=[C:10]3[CH:9]([CH2:22][C:23]([O:25]CC)=[O:24])[O:8][CH:7]([C:28]3[CH:33]=[CH:32][CH:31]=[C:30]([O:34][CH3:35])[C:29]=3[O:36][CH3:37])[C:6]=2[CH:38]=1.Cl, predict the reaction product. The product is: [Cl:1][C:2]1[CH:3]=[CH:4][C:5]2[N:11]3[C:12]([CH2:15][N:16]4[CH2:17][CH2:18][O:19][CH2:20][CH2:21]4)=[N:13][N:14]=[C:10]3[CH:9]([CH2:22][C:23]([OH:25])=[O:24])[O:8][CH:7]([C:28]3[CH:33]=[CH:32][CH:31]=[C:30]([O:34][CH3:35])[C:29]=3[O:36][CH3:37])[C:6]=2[CH:38]=1. (3) Given the reactants [Cl:1][C:2]1[C:11]2[C:6](=[CH:7][CH:8]=[CH:9][CH:10]=2)[CH:5]=[CH:4][C:3]=1[CH2:12][CH2:13][CH2:14][NH2:15].[CH3:16][C:17]1[O:21][C:20]([CH:22]=O)=[CH:19][CH:18]=1, predict the reaction product. The product is: [Cl:1][C:2]1[C:11]2[C:6](=[CH:7][CH:8]=[CH:9][CH:10]=2)[CH:5]=[CH:4][C:3]=1[CH2:12][CH2:13][CH2:14][NH:15][CH2:22][C:20]1[O:21][C:17]([CH3:16])=[CH:18][CH:19]=1. (4) The product is: [OH:8][C@H:9]1[C:25]2[N:16]3[CH2:17][CH2:18][C:19]4[CH:20]=[CH:21][CH:22]=[CH:23][C:24]=4[C:15]3=[CH:14][C:13]=2[C@:12]2([OH:29])[O:26][C:27](=[O:28])[C@@H:10]1[CH2:11]2. Given the reactants [Si]([O:8][C@H:9]1[C:25]2[N:16]3[CH2:17][CH2:18][C:19]4[CH:20]=[CH:21][CH:22]=[CH:23][C:24]=4[C:15]3=[CH:14][C:13]=2[C@@:12]2([O:29][Si](C(C)(C)C)(C)C)[O:26][C:27](=[O:28])[C@@H:10]1[CH2:11]2)(C(C)(C)C)(C)C.[F-].C([N+](CCCC)(CCCC)CCCC)CCC.[K+].[Br-], predict the reaction product. (5) Given the reactants Br[C:2]1[CH:9]=[CH:8][C:5]([C:6]#[N:7])=[C:4]([Cl:10])[CH:3]=1.[CH2:11]([Sn](CCCC)(CCCC)CCCC)[CH:12]=[CH2:13].[Cl-].[Li+], predict the reaction product. The product is: [CH2:13]([C:2]1[CH:9]=[CH:8][C:5]([C:6]#[N:7])=[C:4]([Cl:10])[CH:3]=1)[CH:12]=[CH2:11]. (6) The product is: [F:1][C:2]1[CH:7]=[CH:6][C:5]([C:8]2[N:9]=[C:10]([CH3:16])[NH:11][C:12]=2[C:13](=[S:32])[NH2:15])=[CH:4][CH:3]=1. Given the reactants [F:1][C:2]1[CH:7]=[CH:6][C:5]([C:8]2[N:9]=[C:10]([CH3:16])[NH:11][C:12]=2[C:13]([NH2:15])=O)=[CH:4][CH:3]=1.COCCOC.COC1C=CC(P2(SP(C3C=CC(OC)=CC=3)(=S)S2)=[S:32])=CC=1, predict the reaction product.